Predict the reactants needed to synthesize the given product. From a dataset of Full USPTO retrosynthesis dataset with 1.9M reactions from patents (1976-2016). (1) Given the product [ClH:31].[NH2:30][C:26]1[C:25]2[C:21]([C:18]3[CH:19]=[CH:20][C:15]([NH:14][C:12]([NH:11][C:9](=[O:10])[CH2:8][C:5]4[CH:4]=[CH:3][C:2]([F:1])=[CH:7][CH:6]=4)=[O:13])=[CH:16][CH:17]=3)=[CH:22][NH:23][C:24]=2[CH:29]=[CH:28][N:27]=1, predict the reactants needed to synthesize it. The reactants are: [F:1][C:2]1[CH:7]=[CH:6][C:5]([CH2:8][C:9]([N:11]=[C:12]=[O:13])=[O:10])=[CH:4][CH:3]=1.[NH2:14][C:15]1[CH:20]=[CH:19][C:18]([C:21]2[C:25]3[C:26]([NH2:30])=[N:27][CH:28]=[CH:29][C:24]=3[NH:23][CH:22]=2)=[CH:17][CH:16]=1.[ClH:31].O1CCOCC1. (2) The reactants are: [NH2:1][C:2]1[N:7]=[C:6]([N:8]2[CH2:22][CH2:21][C:11]3([CH2:15][NH:14][C@H:13]([C:16]([O:18]CC)=[O:17])[CH2:12]3)[CH2:10][CH2:9]2)[CH:5]=[C:4]([O:23][C@H:24]([C:29]2[CH:34]=[CH:33][C:32]([C:35]3[CH:40]=[CH:39][C:38]([CH3:41])=[C:37]([CH3:42])[CH:36]=3)=[CH:31][C:30]=2[N:43]2[CH:47]=[CH:46][C:45]([CH3:48])=[N:44]2)[C:25]([F:28])([F:27])[F:26])[N:3]=1.O.[OH-].[Li+].Cl. Given the product [NH2:1][C:2]1[N:7]=[C:6]([N:8]2[CH2:22][CH2:21][C:11]3([CH2:15][NH:14][C@H:13]([C:16]([OH:18])=[O:17])[CH2:12]3)[CH2:10][CH2:9]2)[CH:5]=[C:4]([O:23][C@H:24]([C:29]2[CH:34]=[CH:33][C:32]([C:35]3[CH:40]=[CH:39][C:38]([CH3:41])=[C:37]([CH3:42])[CH:36]=3)=[CH:31][C:30]=2[N:43]2[CH:47]=[CH:46][C:45]([CH3:48])=[N:44]2)[C:25]([F:28])([F:27])[F:26])[N:3]=1, predict the reactants needed to synthesize it. (3) Given the product [N:1]1([CH2:15][C:16]2[CH:17]=[C:18]([CH:23]=[CH:24][CH:25]=2)[C:19]([O:21][CH3:22])=[O:20])[CH2:6][CH2:5][O:4][CH2:3][CH2:2]1, predict the reactants needed to synthesize it. The reactants are: [NH:1]1[CH2:6][CH2:5][O:4][CH2:3][CH2:2]1.C(N(CC)CC)C.Br[CH2:15][C:16]1[CH:17]=[C:18]([CH:23]=[CH:24][CH:25]=1)[C:19]([O:21][CH3:22])=[O:20]. (4) Given the product [CH2:38]([NH:11][C:12]([NH:14][C:15]1[N:37]=[C:18]2[CH:19]=[C:20]([C:31]3[CH:32]=[N:33][CH:34]=[CH:35][CH:36]=3)[CH:21]=[C:22]([NH:23][CH:24]3[CH2:29][CH2:28][N:27]([CH3:30])[CH2:26][CH2:25]3)[N:17]2[N:16]=1)=[O:13])[CH3:39], predict the reactants needed to synthesize it. The reactants are: S([NH:11][C:12]([NH:14][C:15]1[N:37]=[C:18]2[CH:19]=[C:20]([C:31]3[CH:32]=[N:33][CH:34]=[CH:35][CH:36]=3)[CH:21]=[C:22]([NH:23][CH:24]3[CH2:29][CH2:28][N:27]([CH3:30])[CH2:26][CH2:25]3)[N:17]2[N:16]=1)=[O:13])(C1C=CC(C)=CC=1)(=O)=O.[CH2:38](N)[CH3:39].CCN(CC)CC. (5) Given the product [Br:1][C:2]1[CH:7]=[CH:6][C:5]([CH2:8][Br:12])=[CH:4][C:3]=1[CH3:10], predict the reactants needed to synthesize it. The reactants are: [Br:1][C:2]1[CH:7]=[CH:6][C:5]([CH2:8]O)=[CH:4][C:3]=1[CH3:10].C(Br)(Br)(Br)[Br:12].C1C=CC(P(C2C=CC=CC=2)C2C=CC=CC=2)=CC=1. (6) Given the product [Cl:21][C:19]1[C:18]2[C:9](=[C:10]3[C:15](=[CH:16][C:17]=2[O:22][CH3:23])[CH:14]=[CH:13][CH:12]=[N:11]3)[N:8]=[C:7]([CH2:5][OH:4])[CH:20]=1, predict the reactants needed to synthesize it. The reactants are: [BH4-].[Na+].C[O:4][C:5]([C:7]1[CH:20]=[C:19]([Cl:21])[C:18]2[C:9](=[C:10]3[C:15](=[CH:16][C:17]=2[O:22][CH3:23])[CH:14]=[CH:13][CH:12]=[N:11]3)[N:8]=1)=O.